From a dataset of Tyrosyl-DNA phosphodiesterase HTS with 341,365 compounds. Binary Classification. Given a drug SMILES string, predict its activity (active/inactive) in a high-throughput screening assay against a specified biological target. (1) The molecule is S(C1CCOC1=O)c1sc(Nc2c(cc(cc2)C)C)nn1. The result is 0 (inactive). (2) The drug is P(=O)(N(CC)CC)(N(CC)CC)c1[n+](ccn1CC)CC. The result is 0 (inactive). (3) The compound is S1\C(C(=O)N(Nc2ccccc2)C1=S)=C/c1cc(OC)c(O)cc1. The result is 0 (inactive). (4) The compound is S=C(NCCOC)NN\C(=C1\C(=O)C=CC=C1)C. The result is 0 (inactive). (5) The molecule is O=C(N1CCN(CC1)CC)CCc1n(c2c(n1)cccc2)c1ccccc1. The result is 0 (inactive). (6) The compound is O=C1Nc2c(N=C(C1)CC(OC)=O)cccc2. The result is 0 (inactive). (7) The compound is Brc1c(OCCOCCOc2c3ncccc3ccc2)cccc1. The result is 0 (inactive). (8) The drug is s1c(C(=O)C=2C(N(CCOCCO)C(=O)C2O)c2cc([N+]([O-])=O)ccc2)ccc1. The result is 0 (inactive).